From a dataset of Full USPTO retrosynthesis dataset with 1.9M reactions from patents (1976-2016). Predict the reactants needed to synthesize the given product. (1) Given the product [F:20][C:21]([F:34])([F:33])[S:22]([O:12][C:11]1[C:5]2[CH:4]=[CH:3][C:2]([Br:1])=[CH:13][C:6]=2[O:7][CH2:8][CH2:9][CH:10]=1)(=[O:24])=[O:23], predict the reactants needed to synthesize it. The reactants are: [Br:1][C:2]1[CH:3]=[CH:4][C:5]2[C:11](=[O:12])[CH2:10][CH2:9][CH2:8][O:7][C:6]=2[CH:13]=1.C([O-])([O-])=O.[Na+].[Na+].[F:20][C:21]([F:34])([F:33])[S:22](O[S:22]([C:21]([F:34])([F:33])[F:20])(=[O:24])=[O:23])(=[O:24])=[O:23].O. (2) Given the product [CH3:15][C:4]1[NH:5][C:6]2[CH2:7][C:8]([CH3:14])([CH3:13])[CH2:9][C:10](=[O:12])[C:11]=2[C:3]=1[CH2:2][C:16]1[CH:17]=[CH:18][C:19]([S:22]([N:25]2[CH2:26][CH2:27][CH2:28][CH2:29]2)(=[O:24])=[O:23])=[CH:20][CH:21]=1, predict the reactants needed to synthesize it. The reactants are: O[CH:2]([C:16]1[CH:21]=[CH:20][C:19]([S:22]([N:25]2[CH2:29][CH2:28][CH2:27][CH2:26]2)(=[O:24])=[O:23])=[CH:18][CH:17]=1)[C:3]1[C:11]2[C:10](=[O:12])[CH2:9][C:8]([CH3:14])([CH3:13])[CH2:7][C:6]=2[NH:5][C:4]=1[CH3:15].FC(F)(F)S(O[Si](C)(C)C)(=O)=O.C([SiH](CC)CC)C. (3) The reactants are: [CH3:1][O:2][C:3]1[CH:4]=[C:5]([CH:23]=[CH:24][CH:25]=1)[CH2:6][C:7]1[C:16]2[C:11](=[CH:12][C:13]([O:19][CH3:20])=[C:14]([O:17][CH3:18])[CH:15]=2)[C:10]([CH2:21]Cl)=[CH:9][N:8]=1.[C-:26]#[N:27].[Na+].[I-].[Na+]. Given the product [CH3:1][O:2][C:3]1[CH:4]=[C:5]([CH:23]=[CH:24][CH:25]=1)[CH2:6][C:7]1[C:16]2[C:11](=[CH:12][C:13]([O:19][CH3:20])=[C:14]([O:17][CH3:18])[CH:15]=2)[C:10]([CH2:21][C:26]#[N:27])=[CH:9][N:8]=1, predict the reactants needed to synthesize it. (4) Given the product [C:1]([CH2:3][C:4]1[C:5]([C:18]2[CH:23]=[CH:22][CH:21]=[CH:20][CH:19]=2)=[N:6][C:7]2[C:12]([C:13]=1[C:14]([OH:16])=[O:15])=[CH:11][CH:10]=[CH:9][CH:8]=2)#[N:2], predict the reactants needed to synthesize it. The reactants are: [C:1]([CH2:3][C:4]1[C:5]([C:18]2[CH:23]=[CH:22][CH:21]=[CH:20][CH:19]=2)=[N:6][C:7]2[C:12]([C:13]=1[C:14]([O:16]C)=[O:15])=[CH:11][CH:10]=[CH:9][CH:8]=2)#[N:2].O.[OH-].[Li+].C(O)(=O)CC(CC(O)=O)(C(O)=O)O.